Dataset: Full USPTO retrosynthesis dataset with 1.9M reactions from patents (1976-2016). Task: Predict the reactants needed to synthesize the given product. Given the product [O:1]([CH2:8][C:9]([NH:11][C:12]1[NH:13][C:14](=[O:36])[C:15]2[N:16]=[CH:17][N:18]([C:34]=2[N:35]=1)[C@@H:19]1[O:33][C@H:30]([CH2:31][O:32][C:49]([C:58]2[CH:63]=[CH:62][CH:61]=[CH:60][CH:59]=2)([C:50]2[CH:55]=[CH:54][C:53]([O:56][CH3:57])=[CH:52][CH:51]=2)[C:48]2[CH:47]=[CH:46][C:45]([O:44][CH3:43])=[CH:66][CH:65]=2)[C@@H:28]([OH:29])[C@H:20]1[O:21][CH2:22][O:23][CH2:24][CH2:25][C:26]#[N:27])=[O:10])[C:2]1[CH:7]=[CH:6][CH:5]=[CH:4][CH:3]=1, predict the reactants needed to synthesize it. The reactants are: [O:1]([CH2:8][C:9]([NH:11][C:12]1[NH:13][C:14](=[O:36])[C:15]2[N:16]=[CH:17][N:18]([C:34]=2[N:35]=1)[C@@H:19]1[O:33][C@H:30]([CH2:31][OH:32])[C@@H:28]([OH:29])[C@H:20]1[O:21][CH2:22][O:23][CH2:24][CH2:25][C:26]#[N:27])=[O:10])[C:2]1[CH:7]=[CH:6][CH:5]=[CH:4][CH:3]=1.N1C=CC=CC=1.[CH3:43][O:44][C:45]1[CH:66]=[CH:65][C:48]([C:49](Cl)([C:58]2[CH:63]=[CH:62][CH:61]=[CH:60][CH:59]=2)[C:50]2[CH:55]=[CH:54][C:53]([O:56][CH3:57])=[CH:52][CH:51]=2)=[CH:47][CH:46]=1.